From a dataset of Forward reaction prediction with 1.9M reactions from USPTO patents (1976-2016). Predict the product of the given reaction. (1) Given the reactants [CH:1]1([OH:7])[CH2:6][CH2:5][CH2:4][CH2:3][CH2:2]1.[C:8]1(=[O:14])[CH2:13][CH2:12]CCC1.[C:15](OC1CCCCC1)(=O)C, predict the reaction product. The product is: [C:8]([O:7][CH:1]1[CH2:6][CH2:5][CH2:4][CH2:3][CH2:2]1)(=[O:14])[C:13]([CH3:15])=[CH2:12]. (2) Given the reactants [F:1][C:2]1[C:3]([C:17]2[CH2:21][CH:20]([CH2:22][OH:23])[O:19][N:18]=2)=[N:4][CH:5]=[C:6](B2OC(C)(C)C(C)(C)O2)[CH:7]=1.Br[C:25]1[CH:33]=[CH:32][C:31]2[N:30]3[C:34](=[O:42])[O:35][C@@H:36]([CH2:37][NH:38][C:39](=[O:41])[CH3:40])[C@@H:29]3[CH2:28][C:27]=2[CH:26]=1.C([O-])([O-])=O.[K+].[K+], predict the reaction product. The product is: [F:1][C:2]1[CH:7]=[C:6]([C:25]2[CH:33]=[CH:32][C:31]3[N:30]4[C:34](=[O:42])[O:35][C@@H:36]([CH2:37][NH:38][C:39](=[O:41])[CH3:40])[C@@H:29]4[CH2:28][C:27]=3[CH:26]=2)[CH:5]=[N:4][C:3]=1[C:17]1[CH2:21][CH:20]([CH2:22][OH:23])[O:19][N:18]=1. (3) Given the reactants [N+:1]([C:4]1[CH:5]=[C:6]([CH3:14])[C:7]([OH:13])=[C:8]([N+:10]([O-])=O)[CH:9]=1)([O-])=O.[H][H], predict the reaction product. The product is: [NH2:10][C:8]1[CH:9]=[C:4]([NH2:1])[CH:5]=[C:6]([CH3:14])[C:7]=1[OH:13]. (4) Given the reactants [CH3:1][C:2]1[CH:3]=[C:4]([CH:8]=[CH:9][C:10]=1[N:11]1[CH2:16][CH2:15][O:14][CH2:13][C:12]1=[O:17])[C:5]([OH:7])=O.[Cl:18][C:19]1[CH:33]=[CH:32][C:22]2[NH:23][C:24]([C@@H:26]([NH2:31])[CH2:27][CH2:28][O:29][CH3:30])=[N:25][C:21]=2[CH:20]=1.CN(C(ON1N=NC2C=CC=CC1=2)=[N+](C)C)C.[B-](F)(F)(F)F.CCN(C(C)C)C(C)C, predict the reaction product. The product is: [Cl:18][C:19]1[CH:33]=[CH:32][C:22]2[NH:23][C:24]([C@@H:26]([NH:31][C:5](=[O:7])[C:4]3[CH:8]=[CH:9][C:10]([N:11]4[CH2:16][CH2:15][O:14][CH2:13][C:12]4=[O:17])=[C:2]([CH3:1])[CH:3]=3)[CH2:27][CH2:28][O:29][CH3:30])=[N:25][C:21]=2[CH:20]=1. (5) Given the reactants C([S@@]([NH:7][C@@H:8]1[C:16]2[C:11](=[CH:12][CH:13]=[CH:14][C:15]=2[CH3:17])[CH2:10][C@H:9]1[C:18]([O:20][C:21]([CH3:24])([CH3:23])[CH3:22])=[O:19])=O)(C)(C)C.Cl.C(OCC)(=O)C, predict the reaction product. The product is: [NH2:7][C@@H:8]1[C:16]2[C:11](=[CH:12][CH:13]=[CH:14][C:15]=2[CH3:17])[CH2:10][C@H:9]1[C:18]([O:20][C:21]([CH3:24])([CH3:23])[CH3:22])=[O:19].